Predict which catalyst facilitates the given reaction. From a dataset of Catalyst prediction with 721,799 reactions and 888 catalyst types from USPTO. (1) Reactant: [Cl:1][C:2]1[C:10]2[C:5](=[N:6][CH:7]=[C:8]([CH2:11][NH:12][C:13](=[O:19])[O:14][C:15]([CH3:18])([CH3:17])[CH3:16])[N:9]=2)[NH:4][CH:3]=1.[H-].[Na+].[S:22](Cl)([C:25]1[CH:31]=[CH:30][C:28]([CH3:29])=[CH:27][CH:26]=1)(=[O:24])=[O:23]. Product: [Cl:1][C:2]1[C:10]2[C:5](=[N:6][CH:7]=[C:8]([CH2:11][NH:12][C:13](=[O:19])[O:14][C:15]([CH3:16])([CH3:18])[CH3:17])[N:9]=2)[N:4]([S:22]([C:25]2[CH:31]=[CH:30][C:28]([CH3:29])=[CH:27][CH:26]=2)(=[O:24])=[O:23])[CH:3]=1. The catalyst class is: 3. (2) Reactant: [ClH:1].[CH3:2][CH2:3][C@@:4]1([OH:32])[C:9](=[O:10])[O:8][CH2:7][C:6]2[C:11]([N:13]3[C:17](=[CH:18][C:5]1=2)[C:16]1[N:19]=[C:20]2[C:25](=[CH:26][C:15]=1[CH2:14]3)[C:24]([CH2:27][N:28]([CH3:30])[CH3:29])=[C:23]([OH:31])[CH:22]=[CH:21]2)=[O:12].CC(O)=O. Product: [CH3:2][CH2:3][C@@:4]1([OH:32])[C:9](=[O:10])[O:8][CH2:7][C:6]2[C:11]([N:13]3[C:17](=[CH:18][C:5]1=2)[C:16]1[N:19]=[C:20]2[CH:21]=[CH:22][C:23]([OH:31])=[C:24]([CH2:27][N:28]([CH3:29])[CH3:30])[C:25]2=[CH:26][C:15]=1[CH2:14]3)=[O:12].[ClH:1]. The catalyst class is: 6. (3) Reactant: C[C:2]1([C:10]([OH:12])=[O:11])[CH2:7][CH2:6][C:5]([CH3:9])([CH3:8])[CH2:4][CH2:3]1.[CH:13](NC(C)C)(C)C.[Li].[CH3:21][O:22][C:23](Cl)=[O:24]. Product: [CH3:8][C:5]1([CH3:9])[CH2:6][CH2:7][C:2]([C:10]([O:12][CH3:13])=[O:11])([C:23]([O:22][CH3:21])=[O:24])[CH2:3][CH2:4]1. The catalyst class is: 1. (4) Product: [CH3:13][O:1][CH:2]([CH2:6][CH2:7][CH2:8][CH3:9])[C:3]([OH:5])=[O:4]. The catalyst class is: 1. Reactant: [OH:1][CH:2]([CH2:6][CH2:7][CH2:8][CH3:9])[C:3]([OH:5])=[O:4].[H-].[Na+].I[CH3:13]. (5) The catalyst class is: 261. Product: [NH2:8][C@@H:9]1[CH2:14][CH2:13][CH2:12][C@@:11]([CH3:16])([OH:15])[CH2:10]1. Reactant: C([N:8](CC1C=CC=CC=1)[C@@H:9]1[CH2:14][CH2:13][CH2:12][C@:11]([CH3:16])([OH:15])[CH2:10]1)C1C=CC=CC=1.[H][H].